Dataset: Forward reaction prediction with 1.9M reactions from USPTO patents (1976-2016). Task: Predict the product of the given reaction. (1) Given the reactants [NH2:1][C:2]1[CH:7]=C(C=C)[N:5]=[C:4]([C:10]([O:12][CH3:13])=[O:11])[C:3]=1[Cl:14].C[N+]1([O-])CC[O:19]CC1.S(=O)(O)[O-].[Na+].O.[C:29]([OH:33])(C)([CH3:31])[CH3:30], predict the reaction product. The product is: [NH2:1][C:2]1[CH:7]=[C:30]([CH:29]([OH:33])[CH2:31][OH:19])[N:5]=[C:4]([C:10]([O:12][CH3:13])=[O:11])[C:3]=1[Cl:14]. (2) The product is: [OH:15][CH2:14][C@@:11]([CH3:22])([CH:12]=[CH2:13])[C:10]([N:5]1[C@H:4]([CH:1]([CH3:3])[CH3:2])[CH2:8][O:7][C:6]1=[O:9])=[O:23]. Given the reactants [CH:1]([C@@H:4]1[CH2:8][O:7][C:6](=[O:9])[N:5]1[C:10](=[O:23])[C@@:11]([CH3:22])([CH2:14][O:15]CC[Si](C)(C)C)[CH:12]=[CH2:13])([CH3:3])[CH3:2].F[B-](F)(F)F.[Li+], predict the reaction product. (3) Given the reactants FC(F)(F)C(O)=O.[F:8][C:9]([F:31])([F:30])[O:10][C:11]1[CH:16]=[CH:15][C:14]([S:17]([N:20]2[CH2:25][CH2:24][C:23](=[CH:26][C:27]([O-:29])=[O:28])[CH2:22][CH2:21]2)(=[O:19])=[O:18])=[CH:13][CH:12]=1, predict the reaction product. The product is: [F:31][C:9]([F:8])([F:30])[O:10][C:11]1[CH:12]=[CH:13][C:14]([S:17]([N:20]2[CH2:21][CH2:22][C:23](=[CH:26][C:27]([OH:29])=[O:28])[CH2:24][CH2:25]2)(=[O:18])=[O:19])=[CH:15][CH:16]=1. (4) Given the reactants C([O:3][C:4](=O)[C:5]([CH2:10][C:11]1[C:19]2[C:14](=[CH:15][N:16]=[C:17]([C:20]3[C:25]([CH2:26][CH3:27])=[CH:24][CH:23]=[CH:22][C:21]=3[CH2:28][CH3:29])[CH:18]=2)[N:13]([C:30]2[CH:35]=[CH:34][C:33]([CH:36]([CH3:38])[CH3:37])=[CH:32][CH:31]=2)[CH:12]=1)([CH2:8][CH3:9])[CH2:6][CH3:7])C.CC(C[AlH]CC(C)C)C.[C@H](O)(C([O-])=O)[C@@H](O)C([O-])=O.[Na+].[K+], predict the reaction product. The product is: [CH2:26]([C:25]1[CH:24]=[CH:23][CH:22]=[C:21]([CH2:28][CH3:29])[C:20]=1[C:17]1[CH:18]=[C:19]2[C:11]([CH2:10][C:5]([CH2:6][CH3:7])([CH2:8][CH3:9])[CH2:4][OH:3])=[CH:12][N:13]([C:30]3[CH:31]=[CH:32][C:33]([CH:36]([CH3:38])[CH3:37])=[CH:34][CH:35]=3)[C:14]2=[CH:15][N:16]=1)[CH3:27]. (5) Given the reactants [Cl:1][C:2]1[N:7]=[C:6]([S:8][CH3:9])[N:5]=[C:4]([NH2:10])[CH:3]=1.Cl[CH2:12][C:13](=O)[C:14]([F:17])([F:16])[F:15].O, predict the reaction product. The product is: [Cl:1][C:2]1[N:7]=[C:6]([S:8][CH3:9])[N:5]2[CH:12]=[C:13]([C:14]([F:17])([F:16])[F:15])[N:10]=[C:4]2[CH:3]=1. (6) Given the reactants [C:1]([O:5][C:6]([N:8]1[CH2:13][CH2:12][CH:11]([N:14]([CH:26]2[CH2:31][CH2:30][CH2:29][CH2:28][CH2:27]2)[C:15]([NH:17][C:18]2[S:19][C:20]([S:23][C:24]#N)=[CH:21][N:22]=2)=[O:16])[CH2:10][CH2:9]1)=[O:7])([CH3:4])([CH3:3])[CH3:2].S[CH2:33][C@@H:34]([C@@H:36]([CH2:38][SH:39])O)O.CI, predict the reaction product. The product is: [C:1]([O:5][C:6]([N:8]1[CH2:9][CH2:10][CH:11]([N:14]([CH:26]2[CH2:27][CH2:28][CH2:29][CH2:30][CH2:31]2)[C:15]([NH:17][C:18]2[S:19][C:20]([S:23][CH3:24])=[CH:21][N:22]=2)=[O:16])[CH2:12][CH2:13]1)=[O:7])([CH3:4])([CH3:2])[CH3:3].[CH:26]1([N:14]([CH:11]2[CH2:10][CH2:9][N:8]([C:6]([C:38]3[S:39][CH:33]=[CH:34][CH:36]=3)=[O:5])[CH2:13][CH2:12]2)[C:15]([NH:17][C:18]2[S:19][C:20]([S:23][CH3:24])=[CH:21][N:22]=2)=[O:16])[CH2:27][CH2:28][CH2:29][CH2:30][CH2:31]1. (7) Given the reactants [Cl:1][C:2]1[S:14][C:5]2[NH:6][C:7](=[O:13])[C:8]([C:11]#[N:12])=[C:9]([OH:10])[C:4]=2[C:3]=1[C:15]1[CH:25]=[CH:24][C:18]([O:19][CH2:20][C:21]([OH:23])=O)=[CH:17][CH:16]=1.C1C=CC2N(O)N=NC=2C=1.C1CCC(N=C=NC2CCCCC2)CC1.[NH2:51][CH2:52][CH2:53][CH2:54][OH:55], predict the reaction product. The product is: [Cl:1][C:2]1[S:14][C:5]2[NH:6][C:7](=[O:13])[C:8]([C:11]#[N:12])=[C:9]([OH:10])[C:4]=2[C:3]=1[C:15]1[CH:16]=[CH:17][C:18]([O:19][CH2:20][C:21]([NH:51][CH2:52][CH2:53][CH2:54][OH:55])=[O:23])=[CH:24][CH:25]=1. (8) Given the reactants [C:1]([C:3]1[CH:4]=[CH:5][C:6]([O:25][CH:26]([CH3:28])[CH3:27])=[C:7]([CH:24]=1)[C:8]([NH:10][C@@H:11]([CH2:22][OH:23])[CH2:12][C:13]1[C:21]2[C:16](=[CH:17][CH:18]=[CH:19][CH:20]=2)[NH:15][CH:14]=1)=[O:9])#[CH:2].I[C:30]1[CH:38]=[CH:37][C:33]([C:34]([OH:36])=[O:35])=[CH:32][CH:31]=1.C(NCC)C.Cl, predict the reaction product. The product is: [OH:23][CH2:22][C@H:11]([NH:10][C:8]([C:7]1[CH:24]=[C:3]([C:1]#[C:2][C:30]2[CH:38]=[CH:37][C:33]([C:34]([OH:36])=[O:35])=[CH:32][CH:31]=2)[CH:4]=[CH:5][C:6]=1[O:25][CH:26]([CH3:28])[CH3:27])=[O:9])[CH2:12][C:13]1[C:21]2[C:16](=[CH:17][CH:18]=[CH:19][CH:20]=2)[NH:15][CH:14]=1. (9) Given the reactants [F:1][C:2]1[CH:24]=[C:23]([NH:25][C:26]([NH:28][C:29](=[O:37])[CH2:30][C:31]2[CH:36]=[CH:35][CH:34]=[CH:33][CH:32]=2)=[S:27])[CH:22]=[CH:21][C:3]=1[O:4][C:5]1[CH:10]=[CH:9][N:8]=[C:7]([NH:11][C:12]([N:14]2[CH2:19][CH2:18][C:17](=O)[CH2:16][CH2:15]2)=[O:13])[CH:6]=1.Cl.[NH:39]1[CH2:42][CH2:41][CH2:40]1.C(O[BH-](OC(=O)C)OC(=O)C)(=O)C.[Na+], predict the reaction product. The product is: [N:39]1([CH:17]2[CH2:18][CH2:19][N:14]([C:12]([NH:11][C:7]3[CH:6]=[C:5]([O:4][C:3]4[CH:21]=[CH:22][C:23]([NH:25][C:26]([NH:28][C:29](=[O:37])[CH2:30][C:31]5[CH:36]=[CH:35][CH:34]=[CH:33][CH:32]=5)=[S:27])=[CH:24][C:2]=4[F:1])[CH:10]=[CH:9][N:8]=3)=[O:13])[CH2:15][CH2:16]2)[CH2:42][CH2:41][CH2:40]1.